This data is from Forward reaction prediction with 1.9M reactions from USPTO patents (1976-2016). The task is: Predict the product of the given reaction. (1) The product is: [CH3:1][N:2]1[C:7]2[N:8]([CH3:16])[CH:9]=[C:10]([CH2:11][C:12]([OH:14])=[O:13])[C:6]=2[C:5](=[O:17])[N:4]([CH3:18])[C:3]1=[O:19]. Given the reactants [CH3:1][N:2]1[C:7]2[N:8]([CH3:16])[CH:9]=[C:10]([CH2:11][C:12]([O:14]C)=[O:13])[C:6]=2[C:5](=[O:17])[N:4]([CH3:18])[C:3]1=[O:19].Cl, predict the reaction product. (2) Given the reactants [CH3:1][O:2][CH2:3][CH2:4][N:5]1[C:14]([C:15]2[S:16][CH:17]=[CH:18][CH:19]=2)=[C:13]([CH:20]=O)[C:12]2[C:7](=[CH:8][CH:9]=[CH:10][CH:11]=2)[C:6]1=[O:22].[CH3:23][O:24][C:25]1[CH:26]=[C:27]([CH:29]=[CH:30][CH:31]=1)[NH2:28].C(O[BH-](OC(=O)C)OC(=O)C)(=O)C.[Na+], predict the reaction product. The product is: [CH3:1][O:2][CH2:3][CH2:4][N:5]1[C:14]([C:15]2[S:16][CH:17]=[CH:18][CH:19]=2)=[C:13]([CH2:20][NH:28][C:27]2[CH:29]=[CH:30][CH:31]=[C:25]([O:24][CH3:23])[CH:26]=2)[C:12]2[C:7](=[CH:8][CH:9]=[CH:10][CH:11]=2)[C:6]1=[O:22]. (3) Given the reactants [C:1]1([S:7]([C:10]([CH3:22])([CH3:21])[CH2:11][CH2:12][CH2:13][N:14]2[CH2:19][CH2:18][CH2:17][CH:16]([OH:20])[CH2:15]2)(=[O:9])=[O:8])[CH:6]=[CH:5][CH:4]=[CH:3][CH:2]=1.[CH2:23](Br)[C:24]1[CH:29]=[CH:28][CH:27]=[CH:26][CH:25]=1, predict the reaction product. The product is: [C:1]1([S:7]([C:10]([CH3:22])([CH3:21])[CH2:11][CH2:12][CH2:13][N:14]2[CH2:19][CH2:18][CH2:17][CH:16]([O:20][CH2:23][C:24]3[CH:29]=[CH:28][CH:27]=[CH:26][CH:25]=3)[CH2:15]2)(=[O:8])=[O:9])[CH:2]=[CH:3][CH:4]=[CH:5][CH:6]=1. (4) Given the reactants [CH3:1][O:2][C:3](=[O:18])[C@@H:4]([N:13]1[CH:17]=[CH:16][CH:15]=[CH:14]1)[CH2:5][C:6]1[CH:11]=[CH:10][C:9]([OH:12])=[CH:8][CH:7]=1.C(N(CC)CC)C.[C:26](Cl)(=[O:28])[CH3:27].[C:30](Cl)(=[O:34])[CH2:31][CH2:32][CH3:33].OS(C(F)(F)F)(=O)=O.[NH4+].[Cl-], predict the reaction product. The product is: [CH3:1][O:2][C:3](=[O:18])[C@@H:4]([N:13]1[CH:17]=[CH:16][CH:15]=[C:14]1[C:30](=[O:34])[CH2:31][CH2:32][CH3:33])[CH2:5][C:6]1[CH:11]=[CH:10][C:9]([O:12][C:26](=[O:28])[CH3:27])=[CH:8][CH:7]=1. (5) Given the reactants C[Al](C)C.[C:5]1([C:11]2[N:12]=[C:13]3[N:18]=[C:17]([NH2:19])[CH:16]=[CH:15][N:14]3[CH:20]=2)[CH:10]=[CH:9][CH:8]=[CH:7][CH:6]=1.C([O:23][C:24]([C:26]1[C:27]([NH:32][C:33]2[CH:34]=[N:35][CH:36]=[N:37][CH:38]=2)=[N:28][N:29]([CH3:31])[CH:30]=1)=O)C.[O-]S([O-])(=O)=O.[Mg+2], predict the reaction product. The product is: [C:5]1([C:11]2[N:12]=[C:13]3[N:18]=[C:17]([NH:19][C:24]([C:26]4[C:27]([NH:32][C:33]5[CH:38]=[N:37][CH:36]=[N:35][CH:34]=5)=[N:28][N:29]([CH3:31])[CH:30]=4)=[O:23])[CH:16]=[CH:15][N:14]3[CH:20]=2)[CH:6]=[CH:7][CH:8]=[CH:9][CH:10]=1. (6) Given the reactants [CH3:1][C:2]1[CH:7]=[CH:6][CH:5]=[CH:4][C:3]=1[NH:8][C:9]([NH2:11])=[S:10].Br[CH:13]([CH:19]([CH3:21])[CH3:20])[C:14](OCC)=[O:15], predict the reaction product. The product is: [CH:19]([CH:13]1[S:10][C:9]([NH:8][C:3]2[CH:4]=[CH:5][CH:6]=[CH:7][C:2]=2[CH3:1])=[N:11][C:14]1=[O:15])([CH3:21])[CH3:20].